From a dataset of Full USPTO retrosynthesis dataset with 1.9M reactions from patents (1976-2016). Predict the reactants needed to synthesize the given product. (1) The reactants are: [CH3:1][O:2][C:3]1[CH:10]=[CH:9][CH:8]=[CH:7][C:4]=1[CH:5]=O.[C:11]([OH:23])(=[O:22])[CH2:12][NH:13][C:14]([C:16]1[CH:21]=[CH:20][CH:19]=[CH:18][CH:17]=1)=O.C([O-])(=O)C.[Na+].C(OC(=O)C)(=O)C. Given the product [CH3:1][O:2][C:3]1[CH:10]=[CH:9][CH:8]=[CH:7][C:4]=1[CH:5]=[C:12]1[C:11](=[O:22])[O:23][C:14]([C:16]2[CH:17]=[CH:18][CH:19]=[CH:20][CH:21]=2)=[N:13]1, predict the reactants needed to synthesize it. (2) Given the product [C:6]1([C:4]2[C:3]3[C:2](=[CH:15][C:14]([CH3:16])=[CH:13][CH:12]=3)[N:1]=[CH:18][N:17]=2)[CH:11]=[CH:10][CH:9]=[CH:8][CH:7]=1, predict the reactants needed to synthesize it. The reactants are: [NH2:1][C:2]1[CH:15]=[C:14]([CH3:16])[CH:13]=[CH:12][C:3]=1[C:4]([C:6]1[CH:11]=[CH:10][CH:9]=[CH:8][CH:7]=1)=O.[NH2:17][C:18](N)=S.CS(C)=O. (3) The reactants are: [Br:1][C:2]1[CH:3]=[C:4]2[C:9](=[CH:10][CH:11]=1)[CH:8]=[C:7]([O:12][CH2:13][CH2:14][C@@H:15]([N:26]1[CH:30]=[C:29]([C:31]([NH2:33])=[O:32])[N:28]=[CH:27]1)[C@@H:16]([O:18][Si](C(C)(C)C)(C)C)[CH3:17])[CH:6]=[CH:5]2.[F-].C([N+](CCCC)(CCCC)CCCC)CCC. Given the product [Br:1][C:2]1[CH:3]=[C:4]2[C:9](=[CH:10][CH:11]=1)[CH:8]=[C:7]([O:12][CH2:13][CH2:14][C@@H:15]([N:26]1[CH:30]=[C:29]([C:31]([NH2:33])=[O:32])[N:28]=[CH:27]1)[C@@H:16]([OH:18])[CH3:17])[CH:6]=[CH:5]2, predict the reactants needed to synthesize it. (4) The reactants are: [CH2:1]([N:8]1[CH:12]=[C:11]([NH:13][S:14]([C:17]2[S:18][CH:19]=[CH:20][CH:21]=2)(=[O:16])=[O:15])[CH:10]=[C:9]1[C:22]([O:24]CC)=O)[C:2]1[CH:7]=[CH:6][CH:5]=[CH:4][CH:3]=1.[H-].[Na+].[CH3:29]I.O. Given the product [CH2:1]([N:8]1[C:9]([CH:22]=[O:24])=[CH:10][C:11]([N:13]([CH3:29])[S:14]([C:17]2[S:18][CH:19]=[CH:20][CH:21]=2)(=[O:16])=[O:15])=[CH:12]1)[C:2]1[CH:7]=[CH:6][CH:5]=[CH:4][CH:3]=1, predict the reactants needed to synthesize it. (5) Given the product [Cl:1][C:2]1[CH:7]=[C:6]([OH:8])[CH:5]=[CH:4][C:3]=1[C:10]1[N:14]([CH3:15])[C:13]([C:16]23[CH2:23][CH2:22][C:19]([CH2:24][CH3:25])([CH2:20][CH2:21]2)[CH2:18][CH2:17]3)=[N:12][N:11]=1, predict the reactants needed to synthesize it. The reactants are: [Cl:1][C:2]1[CH:7]=[C:6]([O:8]C)[CH:5]=[CH:4][C:3]=1[C:10]1[N:14]([CH3:15])[C:13]([C:16]23[CH2:23][CH2:22][C:19]([CH2:24][CH3:25])([CH2:20][CH2:21]2)[CH2:18][CH2:17]3)=[N:12][N:11]=1.B(Br)(Br)Br. (6) Given the product [ClH:15].[NH2:1][C@H:2]([C:7]([O-:9])=[O:8])[CH2:3][C:4]([O-:6])=[O:5].[Ca+2:11], predict the reactants needed to synthesize it. The reactants are: [NH2:1][C@H:2]([C:7]([OH:9])=[O:8])[CH2:3][C:4]([OH:6])=[O:5].[OH-].[Ca+2:11].[OH-].O.O.[Cl-:15].[Ca+2].[Cl-]. (7) Given the product [CH2:40]([O:17][C:16](=[O:18])[C@@H:15]([NH:14][S:11]([C:8]1[CH:7]=[CH:6][C:5]([C:1]([CH3:4])([CH3:2])[CH3:3])=[CH:10][CH:9]=1)(=[O:13])=[O:12])[CH2:19][NH:20][C:21](=[O:39])[C:22]1[CH:27]=[CH:26][C:25]([CH2:28][CH2:29][C:30](=[O:38])[NH:31][C:32]2[NH:37][CH2:36][CH2:35][CH2:34][N:33]=2)=[CH:24][CH:23]=1)[CH3:41], predict the reactants needed to synthesize it. The reactants are: [C:1]([C:5]1[CH:10]=[CH:9][C:8]([S:11]([NH:14][C@@H:15]([CH2:19][NH:20][C:21](=[O:39])[C:22]2[CH:27]=[CH:26][C:25]([CH2:28][CH2:29][C:30](=[O:38])[NH:31][C:32]3[NH:33][CH2:34][CH2:35][CH2:36][N:37]=3)=[CH:24][CH:23]=2)[C:16]([OH:18])=[O:17])(=[O:13])=[O:12])=[CH:7][CH:6]=1)([CH3:4])([CH3:3])[CH3:2].[CH2:40](O)[CH3:41]. (8) Given the product [Cl:38][CH2:37][CH2:36][CH2:35][N:16]1[CH:15]=[C:14]([C:11]2[CH:10]=[CH:9][C:8]([O:7][CH3:6])=[CH:13][CH:12]=2)[C:23](=[O:24])[C:22]2[C:17]1=[C:18]([O:28][CH2:29][CH2:30][CH3:31])[CH:19]=[C:20]1[CH2:27][CH2:26][CH2:25][C:21]1=2, predict the reactants needed to synthesize it. The reactants are: CN(C=O)C.[CH3:6][O:7][C:8]1[CH:13]=[CH:12][C:11]([C:14]2[C:23](=[O:24])[C:22]3[C:17](=[C:18]([O:28][CH2:29][CH2:30][CH3:31])[CH:19]=[C:20]4[CH2:27][CH2:26][CH2:25][C:21]4=3)[NH:16][CH:15]=2)=[CH:10][CH:9]=1.[H-].[Na+].Br[CH2:35][CH2:36][CH2:37][Cl:38]. (9) The reactants are: [F:1][C:2]1[CH:9]=[C:8]([C:10]2[CH:15]=[CH:14][N:13]=[C:12]3[NH:16][C:17]([C:19]4[CH:20]=[N:21][N:22]([CH2:24][CH2:25][N:26]5[CH2:31][CH2:30][O:29][CH2:28][CH2:27]5)[CH:23]=4)=[N:18][C:11]=23)[CH:7]=[CH:6][C:3]=1[CH2:4][NH2:5].C([O:34][C:35]([C:37]1[O:38][C:39]([CH:42]2[CH2:47][CH2:46][O:45][CH2:44][CH2:43]2)=[N:40][N:41]=1)=O)C.C(N(C(C)C)C(C)C)C. Given the product [F:1][C:2]1[CH:9]=[C:8]([C:10]2[CH:15]=[CH:14][N:13]=[C:12]3[NH:16][C:17]([C:19]4[CH:20]=[N:21][N:22]([CH2:24][CH2:25][N:26]5[CH2:31][CH2:30][O:29][CH2:28][CH2:27]5)[CH:23]=4)=[N:18][C:11]=23)[CH:7]=[CH:6][C:3]=1[CH2:4][NH:5][C:35]([C:37]1[O:38][C:39]([CH:42]2[CH2:47][CH2:46][O:45][CH2:44][CH2:43]2)=[N:40][N:41]=1)=[O:34], predict the reactants needed to synthesize it. (10) Given the product [O:11]1[CH2:10][C:9]2([CH2:8][CH:7]3[CH:14]([CH:6]3[C:4](=[O:5])[CH3:16])[CH2:13]2)[CH2:12]1, predict the reactants needed to synthesize it. The reactants are: CON(C)[C:4]([CH:6]1[CH:14]2[CH:7]1[CH2:8][C:9]1([CH2:13]2)[CH2:12][O:11][CH2:10]1)=[O:5].[CH3:16][Mg]Br.